From a dataset of Reaction yield outcomes from USPTO patents with 853,638 reactions. Predict the reaction yield, written as a fraction of the theoretical maximum amount of product (1.0 means a 100% yield; for example, 0.34 means a 34% yield). (1) The product is [C:13]([O:16][C:17]([N:5]1[CH2:6][C@H:2]([OH:1])[CH2:3][C@@H:4]1[C:7]([OH:9])=[O:8])=[O:18])([CH3:15])([CH3:14])[CH3:12]. The yield is 0.610. The reactants are [OH:1][C@H:2]1[CH2:6][NH:5][C@@H:4]([C:7]([OH:9])=[O:8])[CH2:3]1.[OH-].[Na+].[CH3:12][C:13]([O:16][C:17](O[C:17]([O:16][C:13]([CH3:15])([CH3:14])[CH3:12])=[O:18])=[O:18])([CH3:15])[CH3:14].C(O)(=O)CC(CC(O)=O)(C(O)=O)O. The catalyst is C1COCC1.O. (2) The reactants are [O-][CH2:2][CH3:3].[Na+].[CH2:5]([C:9]([NH2:11])=[O:10])[C:6]([NH2:8])=[NH:7].Cl.BrCC([C:17]1[C:26]2[C:21](=[CH:22][CH:23]=[CH:24][CH:25]=2)[CH:20]=[CH:19][CH:18]=1)=O. The catalyst is C(O)C. The product is [NH2:7][C:6]1[NH:8][C:2]([C:19]2[CH:18]=[CH:17][C:26]3[C:21](=[CH:22][CH:23]=[CH:24][CH:25]=3)[CH:20]=2)=[CH:3][C:5]=1[C:9]([NH2:11])=[O:10]. The yield is 0.300. (3) The reactants are C(OC([O:6][CH:7]1[CH2:19][CH2:18][C:17]([O:21]C(OCC)C)([CH3:20])[CH:16]([O:27][C:28]([N:30]2[CH2:35][CH2:34][CH:33]([N:36]3[CH2:40][CH2:39][CH2:38][CH2:37]3)[CH2:32][CH2:31]2)=[O:29])[CH:15]=[CH:14][CH:13]([CH3:41])[CH:12](/[C:42](/[CH3:69])=[CH:43]/[CH:44]=[CH:45]/[C:46]([O:63]C(OCC)C)([CH3:62])[CH2:47][CH:48]2[O:61][CH:49]2[CH:50]([CH3:60])[CH:51]([O:54]C(OCC)C)[CH2:52][CH3:53])[O:11][C:9](=[O:10])[CH2:8]1)C)C.C1(C)C=CC(S([O-])(=O)=O)=CC=1.[NH+]1C=CC=CC=1.CC(O)(C)C. The catalyst is O1CCCC1. The product is [OH:6][CH:7]1[CH2:19][CH2:18][C:17]([OH:21])([CH3:20])[CH:16]([O:27][C:28]([N:30]2[CH2:31][CH2:32][CH:33]([N:36]3[CH2:40][CH2:39][CH2:38][CH2:37]3)[CH2:34][CH2:35]2)=[O:29])[CH:15]=[CH:14][CH:13]([CH3:41])[CH:12](/[C:42](/[CH3:69])=[CH:43]/[CH:44]=[CH:45]/[C:46]([OH:63])([CH3:62])[CH2:47][CH:48]2[O:61][CH:49]2[CH:50]([CH3:60])[CH:51]([OH:54])[CH2:52][CH3:53])[O:11][C:9](=[O:10])[CH2:8]1. The yield is 0.350.